Dataset: Catalyst prediction with 721,799 reactions and 888 catalyst types from USPTO. Task: Predict which catalyst facilitates the given reaction. (1) Reactant: [F:1][C:2]1([F:48])[CH2:7][CH2:6][CH:5]([C:8]2[C:17]3[CH:16]([O:18][CH2:19][C:20]4[CH:25]=[CH:24][C:23]([O:26][CH3:27])=[CH:22][CH:21]=4)[CH2:15][C:14]([CH3:29])([CH3:28])[CH2:13][C:12]=3[N:11]=[C:10]([CH:30]3[CH2:35][CH2:34][NH:33][CH2:32][CH2:31]3)[C:9]=2[CH:36]([F:47])[C:37]2[CH:42]=[CH:41][C:40]([C:43]([F:46])([F:45])[F:44])=[CH:39][CH:38]=2)[CH2:4][CH2:3]1.Cl[C:50]1[N:55]=[CH:54][C:53]([CH:56]=[O:57])=[CH:52][N:51]=1.C1(C2CCCCCCCCCC=2)CCCCCCCCNN=1.C(=O)([O-])O.[Na+]. The catalyst class is: 60. Product: [F:48][C:2]1([F:1])[CH2:7][CH2:6][CH:5]([C:8]2[C:17]3[CH:16]([O:18][CH2:19][C:20]4[CH:21]=[CH:22][C:23]([O:26][CH3:27])=[CH:24][CH:25]=4)[CH2:15][C:14]([CH3:28])([CH3:29])[CH2:13][C:12]=3[N:11]=[C:10]([CH:30]3[CH2:35][CH2:34][N:33]([C:50]4[N:55]=[CH:54][C:53]([CH:56]=[O:57])=[CH:52][N:51]=4)[CH2:32][CH2:31]3)[C:9]=2[CH:36]([F:47])[C:37]2[CH:38]=[CH:39][C:40]([C:43]([F:45])([F:46])[F:44])=[CH:41][CH:42]=2)[CH2:4][CH2:3]1. (2) Reactant: [CH:1]1([NH:6][C:7]2[CH:12]=[CH:11][C:10]([C@H:13]3[C@@H:18]([C:19]([O:21]CC)=[O:20])[CH2:17][CH2:16][CH2:15][N:14]3[C:24](=[O:33])[C:25]3[C:30]([CH3:31])=[CH:29][CH:28]=[CH:27][C:26]=3[F:32])=[CH:9][CH:8]=2)[CH2:5][CH2:4][CH2:3][CH2:2]1.OS(O)(=O)=O. Product: [CH:1]1([NH:6][C:7]2[CH:12]=[CH:11][C:10]([C@H:13]3[C@@H:18]([C:19]([OH:21])=[O:20])[CH2:17][CH2:16][CH2:15][N:14]3[C:24](=[O:33])[C:25]3[C:30]([CH3:31])=[CH:29][CH:28]=[CH:27][C:26]=3[F:32])=[CH:9][CH:8]=2)[CH2:2][CH2:3][CH2:4][CH2:5]1. The catalyst class is: 6. (3) Reactant: C(N=C=NC(C)C)(C)C.[CH3:10][Si:11]([CH3:36])([CH2:30][CH2:31][C:32]([F:35])([F:34])[F:33])[CH2:12][CH2:13][CH2:14][CH2:15][O:16][C:17]1[CH:18]=[N:19][C:20]([C:23]2[CH:28]=[CH:27][C:26]([OH:29])=[CH:25][CH:24]=2)=[N:21][CH:22]=1.[CH2:37]([C@H:42]1[CH2:47][CH2:46][C@H:45]([C:48](O)=[O:49])[CH2:44][CH2:43]1)[CH2:38][CH2:39][CH2:40][CH3:41].CN(C1C=CC=CN=1)C. Product: [CH3:36][Si:11]([CH3:10])([CH2:30][CH2:31][C:32]([F:35])([F:33])[F:34])[CH2:12][CH2:13][CH2:14][CH2:15][O:16][C:17]1[CH:22]=[N:21][C:20]([C:23]2[CH:28]=[CH:27][C:26]([O:29][C:48]([C@H:45]3[CH2:46][CH2:47][C@H:42]([CH2:37][CH2:38][CH2:39][CH2:40][CH3:41])[CH2:43][CH2:44]3)=[O:49])=[CH:25][CH:24]=2)=[N:19][CH:18]=1. The catalyst class is: 13. (4) Reactant: [CH3:1][O:2][C:3]1[CH:4]=[C:5]2[C:10](=[CH:11][C:12]=1[O:13][CH3:14])[N:9]=[CH:8][CH:7]=[C:6]2[O:15][C:16]1[CH:22]=[CH:21][C:19]([NH2:20])=[C:18]([CH3:23])[C:17]=1[CH3:24].C(N(CC)CC)C.[C:32](Cl)(Cl)=[S:33].[CH:36]([N:39]([CH:43]([CH3:45])[CH3:44])[CH2:40][CH2:41][NH2:42])([CH3:38])[CH3:37]. Product: [CH3:1][O:2][C:3]1[CH:4]=[C:5]2[C:10](=[CH:11][C:12]=1[O:13][CH3:14])[N:9]=[CH:8][CH:7]=[C:6]2[O:15][C:16]1[CH:22]=[CH:21][C:19]([NH:20][C:32]([NH:42][CH2:41][CH2:40][N:39]([CH:43]([CH3:45])[CH3:44])[CH:36]([CH3:38])[CH3:37])=[S:33])=[C:18]([CH3:23])[C:17]=1[CH3:24]. The catalyst class is: 42. (5) The catalyst class is: 26. Product: [F:22][C:19]1[CH:20]=[CH:21][C:16]2[CH2:15][O:14][C:11]3([CH2:10][CH2:9][NH:8][CH2:13][CH2:12]3)[C:17]=2[CH:18]=1. Reactant: C([N:8]1[CH2:13][CH2:12][C:11]2([C:17]3[CH:18]=[C:19]([F:22])[CH:20]=[CH:21][C:16]=3[CH2:15][O:14]2)[CH2:10][CH2:9]1)C1C=CC=CC=1.ClC(OC(Cl)C)=O. (6) Reactant: [F:1][C:2]([F:32])([F:31])[C:3]([C:12]1[CH:27]=[CH:26][C:15]([O:16][C:17]2[CH:18]=[C:19]([CH:23]3[CH2:25][O:24]3)[CH:20]=[CH:21][CH:22]=2)=[C:14]([CH2:28][CH2:29][CH3:30])[CH:13]=1)([O:8][CH2:9][O:10][CH3:11])[C:4]([F:7])([F:6])[F:5].C([BH3-])#N.[Na+].C(=O)([O-])O.[Na+]. Product: [F:1][C:2]([F:31])([F:32])[C:3]([C:12]1[CH:27]=[CH:26][C:15]([O:16][C:17]2[CH:18]=[C:19]([CH2:23][CH2:25][OH:24])[CH:20]=[CH:21][CH:22]=2)=[C:14]([CH2:28][CH2:29][CH3:30])[CH:13]=1)([O:8][CH2:9][O:10][CH3:11])[C:4]([F:5])([F:7])[F:6]. The catalyst class is: 7.